Dataset: Retrosynthesis with 50K atom-mapped reactions and 10 reaction types from USPTO. Task: Predict the reactants needed to synthesize the given product. (1) Given the product CC(C)(C)OC(=O)c1cc2c(C(O)c3ccc(Cl)cc3)cncc2s1, predict the reactants needed to synthesize it. The reactants are: CC(C)(C)OC(=O)c1cc2c(C=O)cncc2s1.[Mg+]c1ccc(Cl)cc1. (2) Given the product COc1ccccc1C(=O)CCCCCN1CCC(CNC(=O)c2cc(Cl)c(N)cc2OC)CC1, predict the reactants needed to synthesize it. The reactants are: COc1cc(N)c(Cl)cc1C(=O)NCC1CCNCC1.COc1ccccc1C(=O)CCCCCBr. (3) Given the product O=C(CCCN1CCC2c3cccc4c3N(CCO4)C2CC1)c1ccc(F)cc1, predict the reactants needed to synthesize it. The reactants are: O=C(CCCCl)c1ccc(F)cc1.c1cc2c3c(c1)C1CCNCCC1N3CCO2. (4) Given the product CCCCCCCCCCCCCCNCCCCCCCCCCCCCC, predict the reactants needed to synthesize it. The reactants are: CCCCCCCCCCCCCCNC(=O)CCCCCCCCCCCCC. (5) Given the product CON=C1CC(C)(C)[C@H](n2cncc2CO)c2ccccc21, predict the reactants needed to synthesize it. The reactants are: CO/N=C1\CC(C)(C)[C@H](n2cncc2C(=O)OC)c2ccccc21. (6) Given the product COc1ccc(C(O)CN)cc1, predict the reactants needed to synthesize it. The reactants are: COc1ccc(C(=O)CN)cc1.